The task is: Predict the product of the given reaction.. This data is from Forward reaction prediction with 1.9M reactions from USPTO patents (1976-2016). Given the reactants O[CH:2]([CH2:8][CH2:9][CH2:10][CH3:11])[C:3]([O:5]CC)=[O:4].[Cl:12][C:13]1[CH:14]=[C:15]([OH:20])[CH:16]=[CH:17][C:18]=1[Cl:19].[NH2:21][C:22]1[S:23][CH:24]=[CH:25][N:26]=1, predict the reaction product. The product is: [Cl:12][C:13]1[CH:14]=[C:15]([CH:16]=[CH:17][C:18]=1[Cl:19])[O:20][CH:2]([CH2:8][CH2:9][CH2:10][CH3:11])[C:3]([OH:5])=[O:4].[S:23]1[CH:24]=[CH:25][N:26]=[C:22]1[NH:21][C:3](=[O:5])[CH:2]([O:20][C:15]1[CH:16]=[CH:17][C:18]([Cl:19])=[C:13]([Cl:12])[CH:14]=1)[CH2:8][CH2:9][CH2:10][CH3:11].